Predict which catalyst facilitates the given reaction. From a dataset of Catalyst prediction with 721,799 reactions and 888 catalyst types from USPTO. Reactant: [Cl-].[Al+3].[Cl-].[Cl-].[C:5](Cl)(=[O:7])[CH3:6].[Br:9][C:10]1[CH:11]=[CH:12][C:13]2[O:17][CH2:16][C:15]([CH3:19])([CH3:18])[C:14]=2[CH:20]=1.O. Product: [C:5]([C:12]1[C:13]2[O:17][CH2:16][C:15]([CH3:18])([CH3:19])[C:14]=2[CH:20]=[C:10]([Br:9])[CH:11]=1)(=[O:7])[CH3:6]. The catalyst class is: 4.